Task: Predict the reactants needed to synthesize the given product.. Dataset: Retrosynthesis with 50K atom-mapped reactions and 10 reaction types from USPTO (1) The reactants are: CC(C)(C)OC(=O)NCCO.Oc1noc(-c2ccccc2)c1C1C=CCC1. Given the product CC(C)(C)OC(=O)NCCOc1noc(-c2ccccc2)c1C1C=CCC1, predict the reactants needed to synthesize it. (2) Given the product CC(Oc1ccc(CN)c(F)c1)C(=O)OC(C)(C)C, predict the reactants needed to synthesize it. The reactants are: CC(Oc1ccc(C#N)c(F)c1)C(=O)OC(C)(C)C. (3) Given the product O=C(NCCc1ccc(O)cc1)c1cc(-c2ccc(Cl)cc2Cl)n[nH]1, predict the reactants needed to synthesize it. The reactants are: NCCc1ccc(O)cc1.O=C(O)c1cc(-c2ccc(Cl)cc2Cl)n[nH]1. (4) Given the product O=C(O)C(F)(F)F, predict the reactants needed to synthesize it. The reactants are: CC(C)(C)OC(=O)NC1(C2CC(=O)N(Cc3ccccc3)C2)CCC1. (5) Given the product CN(C)CCNC(=O)C1CN(C(=O)c2nc3c(C(F)(F)F)cc(-c4ccoc4)cn3c2Cl)CC1c1ccccc1, predict the reactants needed to synthesize it. The reactants are: CN(C)CCN.O=C(O)C1CN(C(=O)c2nc3c(C(F)(F)F)cc(-c4ccoc4)cn3c2Cl)CC1c1ccccc1.